This data is from Forward reaction prediction with 1.9M reactions from USPTO patents (1976-2016). The task is: Predict the product of the given reaction. (1) Given the reactants C[O:2][C:3](=[O:35])[C:4]1[CH:9]=[C:8]([O:10][CH3:11])[CH:7]=[CH:6][C:5]=1[NH:12][C:13]1[N:17]([C:18]2[CH:23]=[CH:22][CH:21]=[CH:20][C:19]=2[CH3:24])[N:16]=[C:15]([CH3:25])[C:14]=1[C:26]1[CH:27]=[C:28]2[C:32](=[CH:33][CH:34]=1)[NH:31][N:30]=[CH:29]2.[OH-].[Na+].Cl, predict the reaction product. The product is: [NH:31]1[C:32]2[C:28](=[CH:27][C:26]([C:14]3[C:15]([CH3:25])=[N:16][N:17]([C:18]4[CH:23]=[CH:22][CH:21]=[CH:20][C:19]=4[CH3:24])[C:13]=3[NH:12][C:5]3[CH:6]=[CH:7][C:8]([O:10][CH3:11])=[CH:9][C:4]=3[C:3]([OH:35])=[O:2])=[CH:34][CH:33]=2)[CH:29]=[N:30]1. (2) Given the reactants [CH:1]([C:9]1[NH:13][C:12]2[CH:14]=[CH:15][CH:16]=[CH:17][C:11]=2[N:10]=1)=[CH:2][C:3]1[CH:8]=[CH:7][CH:6]=[CH:5][CH:4]=1.[Cl:18][C:19]1[C:24]([C:25]#[N:26])=[CH:23][CH:22]=[CH:21][N:20]=1.N1C=CC=CC=1N1C2C=CC=CC=2N=C1/C=C/C1C=CC=CC=1.Cl, predict the reaction product. The product is: [ClH:18].[C:25]([C:24]1[C:19]([N:13]2[C:12]3[CH:14]=[CH:15][CH:16]=[CH:17][C:11]=3[N:10]=[C:9]2[CH:1]=[CH:2][C:3]2[CH:4]=[CH:5][CH:6]=[CH:7][CH:8]=2)=[N:20][CH:21]=[CH:22][CH:23]=1)#[N:26]. (3) Given the reactants [C:1]([C:5]1[CH:9]=[C:8]([NH:10][C:11]([NH:13][C:14]2[CH:19]=[CH:18][CH:17]=[C:16]([Cl:20])[C:15]=2[Cl:21])=[O:12])[N:7]([C:22]2[CH:31]=[C:30]3[C:25]([CH2:26][CH2:27][NH:28][CH2:29]3)=[CH:24][CH:23]=2)[N:6]=1)([CH3:4])([CH3:3])[CH3:2].C(N(CC)CC)C.[C:39](Cl)(=[O:41])[CH3:40], predict the reaction product. The product is: [C:39]([N:28]1[CH2:27][CH2:26][C:25]2[C:30](=[CH:31][C:22]([N:7]3[C:8]([NH:10][C:11]([NH:13][C:14]4[CH:19]=[CH:18][CH:17]=[C:16]([Cl:20])[C:15]=4[Cl:21])=[O:12])=[CH:9][C:5]([C:1]([CH3:4])([CH3:2])[CH3:3])=[N:6]3)=[CH:23][CH:24]=2)[CH2:29]1)(=[O:41])[CH3:40]. (4) Given the reactants [OH:1][CH2:2][C:3]([CH3:11])([CH3:10])[C:4]([NH:6][CH2:7][CH2:8][CH3:9])=[O:5].[H-].[Na+].[N+:14]([C:17]1[CH:24]=[CH:23][CH:22]=[C:21]([N+]([O-])=O)[C:18]=1[C:19]#[N:20])([O-:16])=[O:15], predict the reaction product. The product is: [C:19]([C:18]1[C:17]([N+:14]([O-:16])=[O:15])=[CH:24][CH:23]=[CH:22][C:21]=1[O:1][CH2:2][C:3]([CH3:10])([CH3:11])[C:4]([NH:6][CH2:7][CH2:8][CH3:9])=[O:5])#[N:20]. (5) Given the reactants [O:1]1[C:7]2[CH:8]=[C:9]([C:12]([O:14][CH3:15])=[O:13])[CH:10]=[CH:11][C:6]=2[CH2:5][NH:4][CH2:3][CH2:2]1.[CH:16](OCC)=[O:17], predict the reaction product. The product is: [CH:16]([N:4]1[CH2:5][C:6]2[CH:11]=[CH:10][C:9]([C:12]([O:14][CH3:15])=[O:13])=[CH:8][C:7]=2[O:1][CH2:2][CH2:3]1)=[O:17]. (6) Given the reactants [F:1][C:2]1[N:7]=[C:6]([C:8]([OH:10])=O)[CH:5]=[CH:4][CH:3]=1.C(N1C=CN=C1)(N1C=CN=C1)=O.[Mg+].[C:24]([O:30][CH2:31][CH3:32])(=[O:29])[CH2:25]C([O-])=O.Cl, predict the reaction product. The product is: [F:1][C:2]1[N:7]=[C:6]([C:8](=[O:10])[CH2:25][C:24]([O:30][CH2:31][CH3:32])=[O:29])[CH:5]=[CH:4][CH:3]=1. (7) Given the reactants Br[C:2]1[CH:3]=[C:4]([C:9]([OH:11])=O)[CH:5]=[N:6][C:7]=1Cl.[CH:12]1([CH2:16][OH:17])[CH2:15][CH2:14][CH2:13]1.[Cl:18][C:19]1[CH:24]=[CH:23][C:22](B(O)O)=[CH:21][CH:20]=1.Cl.[NH2:29][C@@H:30]1[CH2:35][CH2:34][CH2:33][CH2:32][C@H:31]1[OH:36], predict the reaction product. The product is: [Cl:18][C:19]1[CH:24]=[CH:23][C:22]([C:2]2[C:7]([O:17][CH2:16][CH:12]3[CH2:15][CH2:14][CH2:13]3)=[N:6][CH:5]=[C:4]([CH:3]=2)[C:9]([NH:29][C@@H:30]2[CH2:35][CH2:34][CH2:33][CH2:32][C@H:31]2[OH:36])=[O:11])=[CH:21][CH:20]=1. (8) Given the reactants [OH:1][C:2]1[C:7]2[CH2:8][CH:9]=[CH:10][C:11]3[C:12](=[CH:13][C:14]4[CH:15]=[CH:16][N:17]([CH3:20])[C:18]=4[CH:19]=3)[C:6]=2[NH:5][C:4](=[O:21])[C:3]=1[C:22]([O:24]C)=[O:23].[Li+].[I-].Cl, predict the reaction product. The product is: [OH:1][C:2]1[C:7]2[CH2:8][CH:9]=[CH:10][C:11]3[C:12](=[CH:13][C:14]4[CH:15]=[CH:16][N:17]([CH3:20])[C:18]=4[CH:19]=3)[C:6]=2[NH:5][C:4](=[O:21])[C:3]=1[C:22]([OH:24])=[O:23]. (9) The product is: [Br:1][C:2]1[C:3]2[NH:16][N:21]=[N:15][C:4]=2[C:5]([N:8]2[CH2:9][CH2:10][N:11]([CH3:14])[CH2:12][CH2:13]2)=[N:6][CH:7]=1. Given the reactants [Br:1][C:2]1[C:3]([NH2:16])=[C:4]([NH2:15])[C:5]([N:8]2[CH2:13][CH2:12][N:11]([CH3:14])[CH2:10][CH2:9]2)=[N:6][CH:7]=1.CC(O)=O.[N:21]([O-])=O.[Na+].C([O-])([O-])=O.[Na+].[Na+], predict the reaction product.